The task is: Predict the product of the given reaction.. This data is from Forward reaction prediction with 1.9M reactions from USPTO patents (1976-2016). (1) The product is: [O:16]=[C:12]1[N:13]([CH2:17][C:18]2[CH:23]=[CH:22][CH:21]=[CH:20][CH:19]=2)[CH2:14][CH2:15][N:10]([C:3]([O:5][C:6]([CH3:9])([CH3:8])[CH3:7])=[O:4])[CH2:11]1. Given the reactants [H-].[Na+].[C:3]([N:10]1[CH2:15][CH2:14][NH:13][C:12](=[O:16])[CH2:11]1)([O:5][C:6]([CH3:9])([CH3:8])[CH3:7])=[O:4].[CH2:17](Br)[C:18]1[CH:23]=[CH:22][CH:21]=[CH:20][CH:19]=1, predict the reaction product. (2) Given the reactants [N:1]1[CH:6]=[CH:5][CH:4]=[C:3](C([O-])=O)[C:2]=1[C:10]([O-:12])=[O:11].[OH-].[K+:14], predict the reaction product. The product is: [N:1]1[CH:6]=[CH:5][CH:4]=[CH:3][C:2]=1[C:10]([O-:12])=[O:11].[K+:14]. (3) Given the reactants [O:1]=[C:2]1[C:7]([CH2:8][C:9](OC)=[O:10])=[CH:6][C:5](=[O:13])[NH:4][NH:3]1.[H-].[Al+3].[Li+].[H-].[H-].[H-].[OH-].[Na+].Cl, predict the reaction product. The product is: [OH:10][CH2:9][CH2:8][C:7]1[C:2](=[O:1])[NH:3][NH:4][C:5](=[O:13])[CH:6]=1. (4) Given the reactants [CH2:1]([NH:8][C:9](=[O:18])[C:10]1[CH:15]=[CH:14][C:13]([NH:16][NH2:17])=[N:12][CH:11]=1)[C:2]1[CH:7]=[CH:6][CH:5]=[CH:4][CH:3]=1.[C:19]([C:21]1[CH:22]=[N:23][N:24]([C:26](=[CH:32]N(C)C)[C:27](OCC)=[O:28])[CH:25]=1)#[N:20].Cl.CCN(C(C)C)C(C)C, predict the reaction product. The product is: [CH2:1]([NH:8][C:9](=[O:18])[C:10]1[CH:15]=[CH:14][C:13]([N:16]2[C:27]([OH:28])=[C:26]([N:24]3[CH:25]=[C:21]([C:19]#[N:20])[CH:22]=[N:23]3)[CH:32]=[N:17]2)=[N:12][CH:11]=1)[C:2]1[CH:3]=[CH:4][CH:5]=[CH:6][CH:7]=1. (5) The product is: [C:1]([NH:4][C@H:5]([C:14]([NH:16][C@H:17]([C:21]([N:24]1[CH2:46][CH2:45][CH2:44][CH2:43][CH:25]1[C:26]([NH:28][CH:29]1[CH:33]([O:34][CH2:35][C:36]2[CH:37]=[CH:38][CH:39]=[CH:40][CH:41]=2)[O:32][C:31](=[O:42])[CH2:30]1)=[O:27])=[O:23])[CH:18]([CH3:19])[CH3:20])=[O:15])[CH2:6][C:7]1[CH:8]=[CH:9][C:10]([OH:13])=[CH:11][CH:12]=1)(=[O:3])[CH3:2]. Given the reactants [C:1]([NH:4][C@H:5]([C:14]([NH:16][C@H:17]([C:21]([OH:23])=O)[CH:18]([CH3:20])[CH3:19])=[O:15])[CH2:6][C:7]1[CH:12]=[CH:11][C:10]([OH:13])=[CH:9][CH:8]=1)(=[O:3])[CH3:2].[NH:24]1[CH2:46][CH2:45][CH2:44][CH2:43][CH:25]1[C:26]([NH:28][CH:29]1[CH:33]([O:34][CH2:35][C:36]2[CH:41]=[CH:40][CH:39]=[CH:38][CH:37]=2)[O:32][C:31](=[O:42])[CH2:30]1)=[O:27].ON1C2C=CC=CC=2N=N1.Cl.CN(C)CCCN=C=NCC, predict the reaction product. (6) Given the reactants C[Si]([N-][Si](C)(C)C)(C)C.[K+].C([C:13](CC)(CC)[CH2:14][CH:15](P(O)(O)=O)[C:16]([O-:18])=[O:17])C.[CH:27](=O)[C:28]1[CH:33]=[CH:32][CH:31]=[C:30]([O:34][CH3:35])[CH:29]=1.[CH2:37]1COC[CH2:38]1, predict the reaction product. The product is: [CH3:35][O:34][C:30]1[CH:29]=[C:28]([CH:33]=[CH:32][CH:31]=1)/[CH:27]=[C:15](\[CH2:14][CH3:13])/[C:16]([O:18][CH2:37][CH3:38])=[O:17]. (7) Given the reactants C(OC[C@H:10]1[C@@H:14]([O:15][Si:16]([C:19]([CH3:22])([CH3:21])[CH3:20])([CH3:18])[CH3:17])[CH2:13][C@H:12]([NH:23][CH:24]2[N:29]([C@@H:30]3[C:38]4[C:33](=[CH:34][CH:35]=[CH:36][CH:37]=4)[CH2:32][C@@H:31]3[O:39][CH3:40])[C:28]([NH2:41])=[N:27][C:26](Cl)=[N:25]2)[CH2:11]1)C1C=CC=CC=1.[C:43]([O-:46])(O)=O.[Na+], predict the reaction product. The product is: [Si:16]([O:15][C@H:14]1[CH2:13][C@H:12]([NH:23][C:24]2[N:41]=[C:28]([NH:29][C@@H:30]3[C:38]4[C:33](=[CH:34][CH:35]=[CH:36][CH:37]=4)[CH2:32][C@@H:31]3[O:39][CH3:40])[N:27]=[CH:26][N:25]=2)[CH2:11][C@H:10]1[CH2:43][OH:46])([C:19]([CH3:21])([CH3:20])[CH3:22])([CH3:18])[CH3:17]. (8) The product is: [Cl:22][CH2:23][CH2:24][C@H:25]([C:27]1[S:28][CH:29]=[CH:30][CH:31]=1)[OH:26]. Given the reactants B1(C)OC(C2C=CC=CC=2)(C2C=CC=CC=2)[C@H]2N1CCC2.[Cl:22][CH2:23][CH2:24][C:25]([C:27]1[S:28][CH:29]=[CH:30][CH:31]=1)=[O:26], predict the reaction product. (9) The product is: [Si:33]([O:32][CH2:31][CH2:30][CH2:29][N:7]1[CH2:8][CH2:9][N:5]([CH2:4][CH2:3][CH2:2][OH:1])[C:6]1=[C:10]([S:13]([C:16]1[CH:21]=[CH:20][CH:19]=[CH:18][CH:17]=1)(=[O:15])=[O:14])[C:11]#[N:12])([C:36]([CH3:39])([CH3:38])[CH3:37])([CH3:35])[CH3:34]. Given the reactants [OH:1][CH2:2][CH2:3][CH2:4][N:5]1[CH2:9][CH2:8][NH:7][C:6]1=[C:10]([S:13]([C:16]1[CH:21]=[CH:20][CH:19]=[CH:18][CH:17]=1)(=[O:15])=[O:14])[C:11]#[N:12].C(=O)([O-])[O-].[K+].[K+].Br[CH2:29][CH2:30][CH2:31][O:32][Si:33]([C:36]([CH3:39])([CH3:38])[CH3:37])([CH3:35])[CH3:34].[I-].[Na+], predict the reaction product. (10) Given the reactants [Cl:1][C:2]1[CH:7]=[CH:6][C:5]([CH:8]([C:10]2[N:11]=[C:12]([N:20]3[CH2:25][CH2:24][O:23][CH2:22][CH2:21]3)[S:13][C:14]=2[C:15]([O:17]CC)=[O:16])[CH3:9])=[CH:4][CH:3]=1.O1CCCC1.CO.[OH-].[Na+].Cl, predict the reaction product. The product is: [Cl:1][C:2]1[CH:7]=[CH:6][C:5]([CH:8]([C:10]2[N:11]=[C:12]([N:20]3[CH2:25][CH2:24][O:23][CH2:22][CH2:21]3)[S:13][C:14]=2[C:15]([OH:17])=[O:16])[CH3:9])=[CH:4][CH:3]=1.